The task is: Predict the reactants needed to synthesize the given product.. This data is from Full USPTO retrosynthesis dataset with 1.9M reactions from patents (1976-2016). (1) The reactants are: Cl.[C:2]1([N:12]2[CH2:17][CH2:16][NH:15][CH2:14][CH2:13]2)[C:11]2[C:6](=[CH:7][CH:8]=[CH:9][CH:10]=2)[CH:5]=[CH:4][CH:3]=1.[O:18]=[C:19]1[NH:28][C:27]2[N:26]=[C:25]([O:29][CH2:30][CH2:31][CH2:32][CH:33]=O)[CH:24]=[C:23]([C:35]([F:38])([F:37])[F:36])[C:22]=2[CH2:21][CH2:20]1. Given the product [C:2]1([N:12]2[CH2:17][CH2:16][N:15]([CH2:33][CH2:32][CH2:31][CH2:30][O:29][C:25]3[N:26]=[C:27]4[C:22]([CH2:21][CH2:20][C:19](=[O:18])[NH:28]4)=[C:23]([C:35]([F:37])([F:36])[F:38])[CH:24]=3)[CH2:14][CH2:13]2)[C:11]2[C:6](=[CH:7][CH:8]=[CH:9][CH:10]=2)[CH:5]=[CH:4][CH:3]=1, predict the reactants needed to synthesize it. (2) Given the product [CH2:27]([C:3]1[N:4]=[C:5]([CH2:24][CH2:25][CH3:26])[N:6]([CH2:9][C:10]2[CH:15]=[CH:14][C:13]([C:16]3[C:17]([C:22]#[N:23])=[CH:18][CH:19]=[CH:20][CH:21]=3)=[CH:12][CH:11]=2)[C:7](=[O:8])[C:2]=1[C:36]1[CH:37]=[N:38][C:33]([O:32][CH:29]([CH3:31])[CH3:30])=[CH:34][CH:35]=1)[CH3:28], predict the reactants needed to synthesize it. The reactants are: Br[C:2]1[C:7](=[O:8])[N:6]([CH2:9][C:10]2[CH:15]=[CH:14][C:13]([C:16]3[C:17]([C:22]#[N:23])=[CH:18][CH:19]=[CH:20][CH:21]=3)=[CH:12][CH:11]=2)[C:5]([CH2:24][CH2:25][CH3:26])=[N:4][C:3]=1[CH2:27][CH3:28].[CH:29]([O:32][C:33]1[N:38]=[CH:37][C:36](B(O)O)=[CH:35][CH:34]=1)([CH3:31])[CH3:30].C(=O)([O-])[O-].[Cs+].[Cs+].O1CCOCC1. (3) Given the product [F:39][CH:2]([F:1])[C:3]1[CH:12]=[C:11]2[C:6]([CH2:7][CH2:8][CH2:9][N:10]2[C:13]2[C:17]3[CH2:18][N:19]([C:49]([NH:48][CH3:47])=[O:50])[CH2:20][CH2:21][C:16]=3[N:15]([CH:22]3[CH2:27][CH2:26][N:25]([CH2:28][C:29]([F:31])([F:30])[F:32])[CH2:24][CH2:23]3)[N:14]=2)=[CH:5][C:4]=1[C:33]1[CH:34]=[N:35][N:36]([CH3:38])[CH:37]=1, predict the reactants needed to synthesize it. The reactants are: [F:1][CH:2]([F:39])[C:3]1[CH:12]=[C:11]2[C:6]([CH2:7][CH2:8][CH2:9][N:10]2[C:13]2[C:17]3[CH2:18][NH:19][CH2:20][CH2:21][C:16]=3[N:15]([CH:22]3[CH2:27][CH2:26][N:25]([CH2:28][C:29]([F:32])([F:31])[F:30])[CH2:24][CH2:23]3)[N:14]=2)=[CH:5][C:4]=1[C:33]1[CH:34]=[N:35][N:36]([CH3:38])[CH:37]=1.C(N(CC)CC)C.[CH3:47][NH:48][C:49](N1C=CN=C1)=[O:50]. (4) Given the product [OH:3][NH:52][C:51]([C@@H:28]([N:41]1[CH2:46][CH2:45][N:44]([S:47]([CH3:50])(=[O:49])=[O:48])[CH2:43][CH2:42]1)[CH2:29][NH:30][C:31](=[O:40])[C:32]1[CH:37]=[CH:36][C:35]([O:38][CH3:39])=[CH:34][CH:33]=1)=[O:53], predict the reactants needed to synthesize it. The reactants are: CS(N1CCN([C@@H](CNC(=O)C2C=CC(OC)=CC=2)C(O)=O)CC1)(=O)=[O:3].O[C@@:28]([C:51](=[O:53])[NH2:52])([N:41]1[CH2:46][CH2:45][N:44]([S:47]([CH3:50])(=[O:49])=[O:48])[CH2:43][CH2:42]1)[CH2:29][NH:30][C:31](=[O:40])[C:32]1[CH:37]=[CH:36][C:35]([O:38][CH3:39])=[CH:34][CH:33]=1. (5) Given the product [C:1]([C:5]1[CH:10]=[CH:9][C:8]([CH2:11][CH:12]([CH3:16])[C:13]([OH:15])=[O:14])=[CH:7][CH:6]=1)([CH3:4])([CH3:2])[CH3:3], predict the reactants needed to synthesize it. The reactants are: [C:1]([C:5]1[CH:10]=[CH:9][C:8]([CH:11]=[C:12]([CH3:16])[C:13]([OH:15])=[O:14])=[CH:7][CH:6]=1)([CH3:4])([CH3:3])[CH3:2]. (6) Given the product [CH3:25][O:26][C:27](=[O:31])[CH:28]([S:30][C:2]1[S:6][C:5]([NH:7][C:8]([NH:10][C:11]2[CH:16]=[CH:15][C:14]([CH3:17])=[CH:13][C:12]=2[C:18]([CH:20]2[CH2:24][CH2:23][CH2:22][CH2:21]2)=[O:19])=[O:9])=[N:4][CH:3]=1)[CH3:29], predict the reactants needed to synthesize it. The reactants are: Br[C:2]1[S:6][C:5]([NH:7][C:8]([NH:10][C:11]2[CH:16]=[CH:15][C:14]([CH3:17])=[CH:13][C:12]=2[C:18]([CH:20]2[CH2:24][CH2:23][CH2:22][CH2:21]2)=[O:19])=[O:9])=[N:4][CH:3]=1.[CH3:25][O:26][C:27](=[O:31])[CH:28]([SH:30])[CH3:29].